Predict the reactants needed to synthesize the given product. From a dataset of Retrosynthesis with 50K atom-mapped reactions and 10 reaction types from USPTO. (1) Given the product Cc1ccc(S(=O)(=O)NN=CC(Cl)Cl)cc1, predict the reactants needed to synthesize it. The reactants are: Cc1ccc(S(=O)(=O)NN)cc1.O=CC(Cl)Cl. (2) Given the product C=CC(=O)N[C@H]1CCCC[C@@H]1Nc1ncc2cc(-c3c(Cl)c(OC)cc(OC)c3Cl)ccc2n1, predict the reactants needed to synthesize it. The reactants are: C=CC(=O)Cl.COc1cc(OC)c(Cl)c(-c2ccc3nc(N[C@@H]4CCCC[C@@H]4N)ncc3c2)c1Cl. (3) Given the product CC(N)C(Oc1cc2cnn(-c3ccc(F)cc3)c2cc1Cl)c1ccc(F)cc1, predict the reactants needed to synthesize it. The reactants are: CC(=O)C(Oc1cc2cnn(-c3ccc(F)cc3)c2cc1Cl)c1ccc(F)cc1.[BH3-]C#N. (4) Given the product COc1ccc2c(ccn2S(=O)(=O)c2ccc(F)c(C(F)(F)F)c2)c1CN(C)C, predict the reactants needed to synthesize it. The reactants are: COc1ccc2[nH]ccc2c1CN(C)C.O=S(=O)(Cl)c1ccc(F)c(C(F)(F)F)c1. (5) Given the product O=C(c1csc(C2CCCNC2)c1)N1CCCCCC1, predict the reactants needed to synthesize it. The reactants are: CC(C)(C)OC(=O)N1CCCC(c2cc(C(=O)N3CCCCCC3)cs2)C1. (6) Given the product c1ccc2c(c1)c1c(N3CCCC3)nc(N3CCCC3)nc1n2CCn1ccnc1, predict the reactants needed to synthesize it. The reactants are: CS(=O)(=O)OCCn1c2ccccc2c2c(N3CCCC3)nc(N3CCCC3)nc21.c1c[nH]cn1. (7) Given the product CC(C)(C)OC(=O)N1CCC(N2CC[C@@H](Cc3c(Cl)cc(-c4ccc(C(=O)N5CCC(C(F)(F)F)CC5)cc4)cc3Cl)C2=O)CC1, predict the reactants needed to synthesize it. The reactants are: CC(C)(C)OC(=O)N1CCC(N2CC[C@@H](Cc3c(Cl)cc(-c4ccc(C(=O)O)cc4)cc3Cl)C2=O)CC1.FC(F)(F)C1CCNCC1.